From a dataset of Reaction yield outcomes from USPTO patents with 853,638 reactions. Predict the reaction yield, written as a fraction of the theoretical maximum amount of product (1.0 means a 100% yield; for example, 0.34 means a 34% yield). (1) The reactants are [F:1][C:2]1[CH:3]=[CH:4][C:5]([C:21](=[O:30])[C:22]2[CH:27]=[CH:26][CH:25]=[CH:24][C:23]=2[O:28][CH3:29])=[C:6]([NH:8][C:9](=[O:20])[NH:10][C:11]2[S:12][CH:13]=[C:14]([CH2:16][C:17](O)=[O:18])[N:15]=2)[CH:7]=1.[CH3:31][NH2:32].C1COCC1. No catalyst specified. The product is [F:1][C:2]1[CH:3]=[CH:4][C:5]([C:21](=[O:30])[C:22]2[CH:27]=[CH:26][CH:25]=[CH:24][C:23]=2[O:28][CH3:29])=[C:6]([NH:8][C:9](=[O:20])[NH:10][C:11]2[S:12][CH:13]=[C:14]([CH2:16][C:17]([NH:32][CH3:31])=[O:18])[N:15]=2)[CH:7]=1. The yield is 0.650. (2) The reactants are [CH3:1][O:2][C:3]1[CH:4]=[C:5]2[C:10](=[CH:11][CH:12]=1)[CH2:9][CH:8]([NH2:13])[CH2:7][CH2:6]2.CCN(C(C)C)C(C)C.[C:23](Cl)(=[O:25])[CH3:24]. The catalyst is C(Cl)Cl. The product is [CH3:1][O:2][C:3]1[CH:4]=[C:5]2[C:10](=[CH:11][CH:12]=1)[CH2:9][CH:8]([NH:13][C:23](=[O:25])[CH3:24])[CH2:7][CH2:6]2. The yield is 0.500. (3) The reactants are CN(C)[C:3](=[O:6])[CH2:4][CH3:5].O=P(Cl)(Cl)Cl.[Cl:13][C:14]1[CH:19]=[CH:18][C:17]([C:20]2[N:21]([CH3:26])[CH:22]=[CH:23][C:24]=2[CH3:25])=[CH:16][CH:15]=1.O.O.O.C([O-])(=O)C.[Na+]. The catalyst is ClCCCl. The product is [Cl:13][C:14]1[CH:15]=[CH:16][C:17]([C:20]2[N:21]([CH3:26])[C:22]([C:3](=[O:6])[CH2:4][CH3:5])=[CH:23][C:24]=2[CH3:25])=[CH:18][CH:19]=1. The yield is 0.858. (4) The yield is 0.520. The catalyst is C(O)C.Cl.C(OCC)(=O)C. The product is [OH:1][CH2:2][C:3]1[CH:4]=[C:5]([C:9]#[C:10][CH2:11][N:12]2[CH:16]=[C:15]([C:17]3[NH:25][C:24]4[C:23](=[O:34])[N:22]([CH2:35][CH2:36][CH3:37])[C:21](=[O:38])[N:20]([CH2:39][CH2:40][CH3:41])[C:19]=4[N:18]=3)[CH:14]=[N:13]2)[CH:6]=[CH:7][CH:8]=1. The reactants are [OH:1][CH2:2][C:3]1[CH:4]=[C:5]([C:9]#[C:10][CH2:11][N:12]2[CH:16]=[C:15]([C:17]3[N:25](COCC[Si](C)(C)C)[C:24]4[C:23](=[O:34])[N:22]([CH2:35][CH2:36][CH3:37])[C:21](=[O:38])[N:20]([CH2:39][CH2:40][CH3:41])[C:19]=4[N:18]=3)[CH:14]=[N:13]2)[CH:6]=[CH:7][CH:8]=1. (5) The reactants are C(=O)([O-])[O-].[K+].[K+].Cl[CH2:8][C:9]1[N:10]([CH3:14])[CH:11]=[CH:12][N:13]=1.[Cl:15][C:16]1[C:25]2[C:20](=[CH:21][C:22]([OH:28])=[C:23]([O:26][CH3:27])[CH:24]=2)[N:19]=[N:18][CH:17]=1. The catalyst is CN(C=O)C.O. The product is [Cl:15][C:16]1[C:25]2[C:20](=[CH:21][C:22]([O:28][CH2:8][C:9]3[N:10]([CH3:14])[CH:11]=[CH:12][N:13]=3)=[C:23]([O:26][CH3:27])[CH:24]=2)[N:19]=[N:18][CH:17]=1. The yield is 0.290. (6) The reactants are [CH:1]([O:4][C:5](=[O:30])[NH:6][C:7]1[CH:12]=[CH:11][C:10]([C:13]2[N:14]([CH:26]3[CH2:29][CH2:28][CH2:27]3)[C:15]3[C:20]([C:21]=2[C:22]#[N:23])=[CH:19][CH:18]=[C:17]([O:24]C)[CH:16]=3)=[CH:9][CH:8]=1)([CH3:3])[CH3:2].B(Br)(Br)Br.O. The catalyst is C(Cl)Cl. The product is [CH:1]([O:4][C:5](=[O:30])[NH:6][C:7]1[CH:8]=[CH:9][C:10]([C:13]2[N:14]([CH:26]3[CH2:29][CH2:28][CH2:27]3)[C:15]3[C:20]([C:21]=2[C:22]#[N:23])=[CH:19][CH:18]=[C:17]([OH:24])[CH:16]=3)=[CH:11][CH:12]=1)([CH3:3])[CH3:2]. The yield is 0.710. (7) The reactants are [Br:1][C:2]1[CH:3]=[C:4]([C:8]([O:10][CH3:11])=[O:9])[O:5][C:6]=1Br.Cl[Zn][CH3:14]. The catalyst is C1COCC1.Cl[Pd](Cl)([P](C1C=CC=CC=1)(C1C=CC=CC=1)C1C=CC=CC=1)[P](C1C=CC=CC=1)(C1C=CC=CC=1)C1C=CC=CC=1. The product is [Br:1][C:2]1[CH:3]=[C:4]([C:8]([O:10][CH3:11])=[O:9])[O:5][C:6]=1[CH3:14]. The yield is 0.720.